This data is from Full USPTO retrosynthesis dataset with 1.9M reactions from patents (1976-2016). The task is: Predict the reactants needed to synthesize the given product. (1) Given the product [C:23]1([S:29]([C:32]2[CH:38]=[CH:37][CH:36]=[CH:35][C:33]=2[NH:34][N:17]=[C:18]2[C:19]([NH2:20])=[N:46][N:45]=[C:21]2[NH2:22])(=[O:31])=[O:30])[CH:28]=[CH:27][CH:26]=[CH:25][CH:24]=1, predict the reactants needed to synthesize it. The reactants are: C1(S(C2C=CC=CC=2N[N:17]=[C:18]([C:21]#[N:22])[C:19]#[N:20])(=O)=O)C=CC=CC=1.[C:23]1([S:29]([C:32]2[CH:38]=[CH:37][CH:36]=[CH:35][C:33]=2[NH2:34])(=[O:31])=[O:30])[CH:28]=[CH:27][CH:26]=[CH:25][CH:24]=1.C(#N)CC#N.O.[NH2:45][NH2:46]. (2) The reactants are: [OH:1][C:2]1[CH:3]=[C:4]([C:10]([C:12]2[CH:17]=[C:16]([O:18][CH3:19])[C:15]([O:20][CH3:21])=[CH:14][C:13]=2[CH:22]([CH2:26][CH3:27])[C:23](=O)[CH3:24])=O)[CH:5]=[CH:6][C:7]=1[O:8][CH3:9].[NH2:28][NH2:29]. Given the product [OH:1][C:2]1[CH:3]=[C:4]([C:10]2[C:12]3[CH:17]=[C:16]([O:18][CH3:19])[C:15]([O:20][CH3:21])=[CH:14][C:13]=3[CH:22]([CH2:26][CH3:27])[C:23]([CH3:24])=[N:29][N:28]=2)[CH:5]=[CH:6][C:7]=1[O:8][CH3:9], predict the reactants needed to synthesize it. (3) Given the product [CH2:1]([O:3][CH:4]([O:6][CH:7]1[CH2:19][CH2:18][CH:17]([CH3:20])[CH:16]([O:21][C:62]2[CH:67]=[CH:66][C:65]([N+:68]([O-:70])=[O:69])=[CH:64][CH:63]=2)[CH:15]=[CH:14][CH:13]([CH3:22])[CH:12](/[C:23](/[CH3:50])=[CH:24]/[CH:25]=[CH:26]/[C:27]([O:44][CH:45]([O:47][CH2:48][CH3:49])[CH3:46])([CH3:43])[CH2:28][CH:29]2[O:42][CH:30]2[CH:31]([CH3:41])[CH:32]([O:35][CH:36]([O:38][CH2:39][CH3:40])[CH3:37])[CH2:33][CH3:34])[O:11][C:9](=[O:10])[CH:8]1[C:71]([OH:74])=[O:73])[CH3:5])[CH3:2], predict the reactants needed to synthesize it. The reactants are: [CH2:1]([O:3][CH:4]([O:6][CH:7]1[CH2:19][CH2:18][CH:17]([CH3:20])[CH:16]([OH:21])[CH:15]=[CH:14][CH:13]([CH3:22])[CH:12](/[C:23](/[CH3:50])=[CH:24]/[CH:25]=[CH:26]/[C:27]([O:44][CH:45]([O:47][CH2:48][CH3:49])[CH3:46])([CH3:43])[CH2:28][CH:29]2[O:42][CH:30]2[CH:31]([CH3:41])[CH:32]([O:35][CH:36]([O:38][CH2:39][CH3:40])[CH3:37])[CH2:33][CH3:34])[O:11][C:9](=[O:10])[CH2:8]1)[CH3:5])[CH3:2].C(N(CC)CC)C.ClC(O[C:62]1[CH:67]=[CH:66][C:65]([N+:68]([O-:70])=[O:69])=[CH:64][CH:63]=1)=O.[C:71]([O:74]CC)(=[O:73])C. (4) Given the product [CH3:1][O:2][C:3]1[C:4]([O:13][CH2:14][CH2:15][O:16][CH3:17])=[CH:5][C:6]([C:7]([O:9][CH3:10])=[O:8])=[C:11]([N+:25]([O-:27])=[O:26])[CH:12]=1, predict the reactants needed to synthesize it. The reactants are: [CH3:1][O:2][C:3]1[CH:12]=[CH:11][C:6]([C:7]([O:9][CH3:10])=[O:8])=[CH:5][C:4]=1[O:13][CH2:14][CH2:15][O:16][CH3:17].CC(OC(C)=O)=O.[N+:25]([O-])([OH:27])=[O:26]. (5) Given the product [NH2:1][C:2]1[C:9]([Cl:10])=[CH:8][C:7]([N:11]2[CH2:17][CH2:16][O:15][CH2:14][CH2:13]2)=[CH:6][C:3]=1[C:4]#[N:5], predict the reactants needed to synthesize it. The reactants are: [NH2:1][C:2]1[C:9]([Cl:10])=[CH:8][C:7]([NH2:11])=[CH:6][C:3]=1[C:4]#[N:5].Br[CH2:13][CH2:14][O:15][CH2:16][CH2:17]Br.C(N(CC)C(C)C)(C)C.C(=O)(O)[O-]. (6) Given the product [Br:1][C:2]1[C:7]([F:8])=[CH:6][C:5]([S:9]([NH:18][CH2:17][CH:14]2[CH2:16][CH2:15]2)(=[O:11])=[O:10])=[C:4]([F:13])[CH:3]=1, predict the reactants needed to synthesize it. The reactants are: [Br:1][C:2]1[C:7]([F:8])=[CH:6][C:5]([S:9](Cl)(=[O:11])=[O:10])=[C:4]([F:13])[CH:3]=1.[CH:14]1([CH2:17][NH2:18])[CH2:16][CH2:15]1. (7) Given the product [C:1]([O:5][C:6]([NH:8][CH2:9][CH2:10][N:11]([C:48](=[O:54])[C:49]([O:51][CH2:52][CH3:53])=[O:50])[C:12]1[CH:13]=[C:14]2[C:19](=[CH:20][CH:21]=1)[N:18]=[C:17]([CH2:22][CH:23]([CH3:25])[CH3:24])[C:16]([CH2:26][NH:27][C:28]([O:29][C:30]([CH3:32])([CH3:33])[CH3:31])=[O:34])=[C:15]2[C:35]1[CH:40]=[CH:39][C:38]([CH3:41])=[CH:37][CH:36]=1)=[O:7])([CH3:2])([CH3:3])[CH3:4], predict the reactants needed to synthesize it. The reactants are: [C:1]([O:5][C:6]([NH:8][CH2:9][CH2:10][NH:11][C:12]1[CH:13]=[C:14]2[C:19](=[CH:20][CH:21]=1)[N:18]=[C:17]([CH2:22][CH:23]([CH3:25])[CH3:24])[C:16]([CH2:26][NH:27][C:28](=[O:34])[O:29][C:30]([CH3:33])([CH3:32])[CH3:31])=[C:15]2[C:35]1[CH:40]=[CH:39][C:38]([CH3:41])=[CH:37][CH:36]=1)=[O:7])([CH3:4])([CH3:3])[CH3:2].C(=O)([O-])O.[Na+].Cl[C:48](=[O:54])[C:49]([O:51][CH2:52][CH3:53])=[O:50]. (8) Given the product [C:30]([O:29][C:27](=[O:28])[N:18]([C:10]1[S:11][C@:12]2([C:15](=[O:17])[NH2:38])[C@H:14]([C@:8]([C:6]3[CH:7]=[C:2]([Br:1])[CH:3]=[CH:4][C:5]=3[F:35])([CH3:34])[N:9]=1)[CH2:13]2)[CH2:19][O:20][CH2:21][CH2:22][Si:23]([CH3:24])([CH3:26])[CH3:25])([CH3:31])([CH3:33])[CH3:32], predict the reactants needed to synthesize it. The reactants are: [Br:1][C:2]1[CH:3]=[CH:4][C:5]([F:35])=[C:6]([C@:8]2([CH3:34])[C@H:14]3[C@:12]([C:15]([OH:17])=O)([CH2:13]3)[S:11][C:10]([N:18]([C:27]([O:29][C:30]([CH3:33])([CH3:32])[CH3:31])=[O:28])[CH2:19][O:20][CH2:21][CH2:22][Si:23]([CH3:26])([CH3:25])[CH3:24])=[N:9]2)[CH:7]=1.C(N1C=CN=C1)([N:38]1C=CN=C1)=O.N. (9) The reactants are: [CH:1]([O:4][C:5]([N:7]1[CH2:12][CH2:11][CH:10]([CH2:13][O:14][C:15]2[CH:20]=[CH:19][C:18]([C:21]3[CH:26]=[CH:25][C:24]([CH2:27][C@H:28]([NH:38]C(OC(C)(C)C)=O)[C:29]([N:31]4[CH2:35][CH2:34][CH2:33][C@H:32]4[C:36]#[N:37])=[O:30])=[CH:23][CH:22]=3)=[CH:17][CH:16]=2)[CH2:9][CH2:8]1)=[O:6])([CH3:3])[CH3:2].C(O)(C(F)(F)F)=O.C(Cl)[Cl:54]. Given the product [ClH:54].[CH:1]([O:4][C:5]([N:7]1[CH2:12][CH2:11][CH:10]([CH2:13][O:14][C:15]2[CH:20]=[CH:19][C:18]([C:21]3[CH:22]=[CH:23][C:24]([CH2:27][C@H:28]([NH2:38])[C:29]([N:31]4[CH2:35][CH2:34][CH2:33][C@H:32]4[C:36]#[N:37])=[O:30])=[CH:25][CH:26]=3)=[CH:17][CH:16]=2)[CH2:9][CH2:8]1)=[O:6])([CH3:3])[CH3:2], predict the reactants needed to synthesize it.